From a dataset of Reaction yield outcomes from USPTO patents with 853,638 reactions. Predict the reaction yield, written as a fraction of the theoretical maximum amount of product (1.0 means a 100% yield; for example, 0.34 means a 34% yield). (1) The reactants are [NH2:1][C:2]1[CH:7]=[C:6]([N:8]2[CH2:12][CH2:11][C@H:10]([N:13]([CH3:15])[CH3:14])[CH2:9]2)[C:5]([C:16]2[CH:21]=[CH:20][CH:19]=[CH:18][CH:17]=2)=[CH:4][C:3]=1[C:22]#[N:23].[C:24](Cl)(=[O:29])[C:25]([CH3:28])([CH3:27])[CH3:26].C(OCC)(=O)C.[OH-].[Na+]. The catalyst is N1C=CC=CC=1. The product is [C:22]([C:3]1[C:2]([NH:1][C:24](=[O:29])[C:25]([CH3:28])([CH3:27])[CH3:26])=[CH:7][C:6]([N:8]2[CH2:12][CH2:11][C@H:10]([N:13]([CH3:14])[CH3:15])[CH2:9]2)=[C:5]([C:16]2[CH:17]=[CH:18][CH:19]=[CH:20][CH:21]=2)[CH:4]=1)#[N:23]. The yield is 0.950. (2) The reactants are [C:1]1([CH2:7][CH2:8][CH2:9][NH:10][C:11]2[C:20]3[C:15](=[CH:16][C:17]([O:21][CH2:22][CH2:23]Cl)=[CH:18][CH:19]=3)[N:14]=[CH:13][N:12]=2)[CH:6]=[CH:5][CH:4]=[CH:3][CH:2]=1.C([O-])([O-])=O.[K+].[K+].[N+](C1C=CC=CC=1S(N[CH:44]([CH2:57]C)[CH2:45][NH:46][C:47]1[C:56]2[C:51](=[CH:52][CH:53]=[CH:54][CH:55]=2)[N:50]=[CH:49][CH:48]=1)(=O)=O)([O-])=O.[C:59]1(S)[CH:64]=[CH:63][CH:62]=[CH:61][CH:60]=1.[CH3:66][N:67](C=O)[CH3:68]. The catalyst is C(OCC)(=O)C. The product is [N:46]1[C:64]2[C:59](=[CH:60][CH:61]=[CH:62][CH:63]=2)[C:49]([NH:50][CH:51]([CH3:56])[CH2:52][NH:67][CH2:66][CH2:23][CH2:22][O:21][C:17]2[CH:16]=[C:15]3[C:20]([C:11]([NH:10][CH2:9][CH2:8][CH2:7][C:1]4[CH:6]=[CH:5][CH:4]=[CH:3][CH:2]=4)=[N:12][CH:13]=[N:14]3)=[CH:19][CH:18]=2)=[CH:48][CH:47]=1.[N:50]1[C:51]2[C:56](=[CH:55][CH:54]=[CH:53][CH:52]=2)[C:47]([NH:46][CH:45]([CH2:44][CH3:57])[CH2:66][NH:67][CH2:68][CH2:23][CH2:22][O:21][C:17]2[CH:16]=[C:15]3[C:20]([C:11]([NH:10][CH2:9][CH2:8][CH2:7][C:1]4[CH:6]=[CH:5][CH:4]=[CH:3][CH:2]=4)=[N:12][CH:13]=[N:14]3)=[CH:19][CH:18]=2)=[CH:48][CH:49]=1. The yield is 0.600. (3) The reactants are C(O[CH:4]=[C:5]([C:11](=[O:13])[CH3:12])[C:6]([O:8][CH2:9][CH3:10])=[O:7])C.[CH3:14][O:15][C:16]1[CH:21]=[CH:20][C:19]([NH2:22])=[CH:18][N:17]=1. The catalyst is ClC1C=CC=CC=1. The product is [CH3:14][O:15][C:16]1[N:17]=[CH:18][C:19]([NH:22][CH:4]=[C:5]([C:11](=[O:13])[CH3:12])[C:6]([O:8][CH2:9][CH3:10])=[O:7])=[CH:20][CH:21]=1. The yield is 0.840.